Task: Binary Classification. Given a drug SMILES string, predict its activity (active/inactive) in a high-throughput screening assay against a specified biological target.. Dataset: Tyrosyl-DNA phosphodiesterase HTS with 341,365 compounds (1) The compound is S(=O)(=O)(c1nc(sc1N1CCC(O)CC1)S(=O)(=O)C)c1ccc(cc1)C. The result is 0 (inactive). (2) The molecule is Clc1c(C(=O)NN2C(=O)C(/SC2=S)=C/c2n(ccc2)C)cccc1. The result is 0 (inactive).